This data is from Full USPTO retrosynthesis dataset with 1.9M reactions from patents (1976-2016). The task is: Predict the reactants needed to synthesize the given product. (1) The reactants are: [NH:1]1[CH2:6][CH2:5][O:4][CH2:3][CH2:2]1.[Cl:7][C:8]1[C:9]([F:16])=[N:10][C:11]([F:15])=[N:12][C:13]=1F.C(N(CC)C(C)C)(C)C. Given the product [Cl:7][C:8]1[C:13]([N:1]2[CH2:6][CH2:5][O:4][CH2:3][CH2:2]2)=[N:12][C:11]([F:15])=[N:10][C:9]=1[F:16], predict the reactants needed to synthesize it. (2) Given the product [CH:13]1([S:16]([NH:1][CH:2]2[CH2:6][CH:5]([C:7]([O:9][CH2:10][CH3:11])=[O:8])[CH:4]([CH3:12])[CH2:3]2)(=[O:18])=[O:17])[CH2:15][CH2:14]1, predict the reactants needed to synthesize it. The reactants are: [NH2:1][CH:2]1[CH2:6][CH:5]([C:7]([O:9][CH2:10][CH3:11])=[O:8])[CH:4]([CH3:12])[CH2:3]1.[CH:13]1([S:16](Cl)(=[O:18])=[O:17])[CH2:15][CH2:14]1.